This data is from Catalyst prediction with 721,799 reactions and 888 catalyst types from USPTO. The task is: Predict which catalyst facilitates the given reaction. (1) Reactant: C(N1CCN2CCN(CC(C)C)P1N(CC(C)C)CC2)C(C)C.CC(C)([O-])C.[Na+].Cl[C:31]1[CH:36]=[CH:35][N:34]=[C:33]2[S:37][C:38]([CH2:40][CH2:41][CH3:42])=[N:39][C:32]=12.[NH2:43][C:44]1[CH:49]=[C:48]([CH3:50])[CH:47]=[CH:46][C:45]=1[S:51][C:52]1[CH:57]=[CH:56][C:55]([OH:58])=[CH:54][CH:53]=1. Product: [CH3:50][C:48]1[CH:47]=[CH:46][C:45]([S:51][C:52]2[CH:57]=[CH:56][C:55]([OH:58])=[CH:54][CH:53]=2)=[C:44]([NH:43][C:31]2[CH:36]=[CH:35][N:34]=[C:33]3[S:37][C:38]([CH2:40][CH2:41][CH3:42])=[N:39][C:32]=23)[CH:49]=1. The catalyst class is: 101. (2) Reactant: Br[CH2:2][C:3]1[CH:4]=[C:5]([C:10]2[CH:15]=[CH:14][C:13]([C:16]#[N:17])=[CH:12][CH:11]=2)[CH:6]=[C:7]([Cl:9])[CH:8]=1.[OH:18][CH2:19][C:20]1([C:33]2[CH:38]=[CH:37][CH:36]=[CH:35][CH:34]=2)[CH2:25][CH2:24][N:23]([C:26]([O:28][C:29]([CH3:32])([CH3:31])[CH3:30])=[O:27])[CH2:22][CH2:21]1.[H-].[Na+]. Product: [Cl:9][C:7]1[CH:8]=[C:3]([CH2:2][O:18][CH2:19][C:20]2([C:33]3[CH:34]=[CH:35][CH:36]=[CH:37][CH:38]=3)[CH2:25][CH2:24][N:23]([C:26]([O:28][C:29]([CH3:31])([CH3:32])[CH3:30])=[O:27])[CH2:22][CH2:21]2)[CH:4]=[C:5]([C:10]2[CH:15]=[CH:14][C:13]([C:16]#[N:17])=[CH:12][CH:11]=2)[CH:6]=1. The catalyst class is: 35. (3) Reactant: [Br:1][C:2]1[CH:10]=[C:9]2[C:5]([C:6](=[O:12])[C:7](=[O:11])[NH:8]2)=[CH:4][CH:3]=1.C(=O)([O-])[O-].[K+].[K+].Br[CH2:20][CH2:21][O:22][Si:23]([C:26]([CH3:29])([CH3:28])[CH3:27])([CH3:25])[CH3:24]. Product: [Br:1][C:2]1[CH:10]=[C:9]2[C:5]([C:6](=[O:12])[C:7](=[O:11])[N:8]2[CH2:20][CH2:21][O:22][Si:23]([C:26]([CH3:29])([CH3:28])[CH3:27])([CH3:25])[CH3:24])=[CH:4][CH:3]=1. The catalyst class is: 9. (4) Reactant: [C:1]1(=[O:11])[C:9]2[C:4](=[CH:5][CH:6]=[CH:7][CH:8]=2)[C:3](=[O:10])O1.[NH2:12][CH2:13][CH2:14][C:15]([OH:17])=[O:16]. Product: [O:10]=[C:3]1[C:4]2[C:9](=[CH:8][CH:7]=[CH:6][CH:5]=2)[C:1](=[O:11])[N:12]1[CH2:13][CH2:14][C:15]([OH:17])=[O:16]. The catalyst class is: 6. (5) The catalyst class is: 3. Product: [Br:17][C:18]1[CH:25]=[CH:24][C:21]([CH2:22][N:8]2[C:6]3=[N:7][C:2]([CH3:1])=[CH:3][C:4]([CH3:14])=[C:5]3[N:10]=[C:9]2[CH2:11][CH2:12][CH3:13])=[CH:20][CH:19]=1. Reactant: [CH3:1][C:2]1[N:7]=[C:6]2[NH:8][C:9]([CH2:11][CH2:12][CH3:13])=[N:10][C:5]2=[C:4]([CH3:14])[CH:3]=1.[H-].[Na+].[Br:17][C:18]1[CH:25]=[CH:24][C:21]([CH2:22]Br)=[CH:20][CH:19]=1. (6) Reactant: [OH-].[Li+].C(OC([N:8]1[CH2:13][CH2:12][C:11]2[N:14]=[C:15]([CH2:17][O:18][C:19]3[CH:24]=[CH:23][CH:22]=[CH:21][CH:20]=3)[O:16][C:10]=2[CH2:9]1)=O)C. Product: [O:18]([CH2:17][C:15]1[O:16][C:10]2[CH2:9][NH:8][CH2:13][CH2:12][C:11]=2[N:14]=1)[C:19]1[CH:20]=[CH:21][CH:22]=[CH:23][CH:24]=1. The catalyst class is: 127. (7) Product: [O:49]1[CH:50]=[CH:51][CH:47]=[C:46]1[CH:26]([NH:23][C:12]([C:11]1[C:10]2[C:5](=[CH:6][CH:7]=[CH:8][CH:9]=2)[N:4]=[C:3]([C:15]2[CH:20]=[CH:19][CH:18]=[CH:17][CH:16]=2)[C:2]=1[OH:1])=[O:14])[C:27]1[CH:44]=[CH:45][CH:40]=[CH:41][CH:42]=1. The catalyst class is: 2. Reactant: [OH:1][C:2]1[C:3]([C:15]2[CH:20]=[CH:19][CH:18]=[CH:17][CH:16]=2)=[N:4][C:5]2[C:10]([C:11]=1[C:12]([OH:14])=O)=[CH:9][CH:8]=[CH:7][CH:6]=2.C([N:23]([CH2:26][CH3:27])CC)C.S(Cl)(Cl)=O.Cl.O1C=CC=C1N([C:40]1[CH:45]=[CH:44]C=[CH:42][CH:41]=1)C.[C:46]([O:49][CH2:50][CH3:51])(=O)[CH3:47]. (8) Reactant: [NH2:1][C:2]1[CH:43]=[CH:42][C:5]([C:6]([NH:8][CH:9]2[CH2:14][CH:13]([F:15])[CH2:12][CH:11]([NH:16][C:17]3[N:22]=[C:21]([C:23]4[C:31]5[C:26](=[CH:27][CH:28]=[CH:29][CH:30]=5)[N:25](S(C5C=CC=CC=5)(=O)=O)[CH:24]=4)[C:20]([Cl:41])=[CH:19][N:18]=3)[CH2:10]2)=[O:7])=[CH:4][CH:3]=1.C(O)(C(F)(F)F)=O.[OH-].[Na+].O. Product: [NH2:1][C:2]1[CH:3]=[CH:4][C:5]([C:6]([NH:8][CH:9]2[CH2:14][CH:13]([F:15])[CH2:12][CH:11]([NH:16][C:17]3[N:22]=[C:21]([C:23]4[C:31]5[C:26](=[CH:27][CH:28]=[CH:29][CH:30]=5)[NH:25][CH:24]=4)[C:20]([Cl:41])=[CH:19][N:18]=3)[CH2:10]2)=[O:7])=[CH:42][CH:43]=1. The catalyst class is: 12. (9) Reactant: [NH2:1][CH:2]1[CH:7]2[CH:3]1[CH2:4][N:5]([C:8]([O:10][C:11]([CH3:14])([CH3:13])[CH3:12])=[O:9])[CH2:6]2.[CH2:15](OC(OCC)OCC)C.[N-:25]=[N+:26]=[N-:27].[Na+]. Product: [N:1]1([CH:2]2[CH:7]3[CH:3]2[CH2:4][N:5]([C:8]([O:10][C:11]([CH3:14])([CH3:13])[CH3:12])=[O:9])[CH2:6]3)[CH:15]=[N:27][N:26]=[N:25]1. The catalyst class is: 15.